Task: Regression. Given two drug SMILES strings and cell line genomic features, predict the synergy score measuring deviation from expected non-interaction effect.. Dataset: NCI-60 drug combinations with 297,098 pairs across 59 cell lines (1) Drug 1: COC1=CC(=CC(=C1O)OC)C2C3C(COC3=O)C(C4=CC5=C(C=C24)OCO5)OC6C(C(C7C(O6)COC(O7)C8=CC=CS8)O)O. Drug 2: CN(C)C1=NC(=NC(=N1)N(C)C)N(C)C. Cell line: NCI-H226. Synergy scores: CSS=17.9, Synergy_ZIP=-3.42, Synergy_Bliss=-2.55, Synergy_Loewe=-45.2, Synergy_HSA=-4.74. (2) Drug 1: C1=CC(=CC=C1CCC2=CNC3=C2C(=O)NC(=N3)N)C(=O)NC(CCC(=O)O)C(=O)O. Drug 2: C1=CC(=CC=C1CCCC(=O)O)N(CCCl)CCCl. Cell line: UO-31. Synergy scores: CSS=16.8, Synergy_ZIP=-8.57, Synergy_Bliss=-8.52, Synergy_Loewe=-5.60, Synergy_HSA=-4.15. (3) Drug 1: C1=NC(=NC(=O)N1C2C(C(C(O2)CO)O)O)N. Drug 2: CC1CCC2CC(C(=CC=CC=CC(CC(C(=O)C(C(C(=CC(C(=O)CC(OC(=O)C3CCCCN3C(=O)C(=O)C1(O2)O)C(C)CC4CCC(C(C4)OC)OCCO)C)C)O)OC)C)C)C)OC. Cell line: OVCAR-4. Synergy scores: CSS=23.2, Synergy_ZIP=-11.8, Synergy_Bliss=-5.02, Synergy_Loewe=-3.76, Synergy_HSA=-3.41. (4) Drug 1: C1=CC(=CC=C1CCCC(=O)O)N(CCCl)CCCl. Drug 2: C1CCC(C(C1)N)N.C(=O)(C(=O)[O-])[O-].[Pt+4]. Cell line: OVCAR3. Synergy scores: CSS=4.83, Synergy_ZIP=-9.59, Synergy_Bliss=-6.16, Synergy_Loewe=-7.22, Synergy_HSA=-4.44. (5) Drug 1: CC1OCC2C(O1)C(C(C(O2)OC3C4COC(=O)C4C(C5=CC6=C(C=C35)OCO6)C7=CC(=C(C(=C7)OC)O)OC)O)O. Drug 2: C1=NC2=C(N1)C(=S)N=CN2. Cell line: SF-295. Synergy scores: CSS=46.0, Synergy_ZIP=-10.6, Synergy_Bliss=-8.73, Synergy_Loewe=-9.08, Synergy_HSA=-4.56. (6) Drug 1: C1=CC(=C2C(=C1NCCNCCO)C(=O)C3=C(C=CC(=C3C2=O)O)O)NCCNCCO. Drug 2: C1=C(C(=O)NC(=O)N1)F. Cell line: OVCAR-8. Synergy scores: CSS=49.8, Synergy_ZIP=-1.79, Synergy_Bliss=-1.50, Synergy_Loewe=3.20, Synergy_HSA=6.17. (7) Drug 1: CCC1=C2CN3C(=CC4=C(C3=O)COC(=O)C4(CC)O)C2=NC5=C1C=C(C=C5)O. Drug 2: C1C(C(OC1N2C=NC3=C2NC=NCC3O)CO)O. Cell line: A549. Synergy scores: CSS=20.2, Synergy_ZIP=-7.45, Synergy_Bliss=-4.05, Synergy_Loewe=-50.0, Synergy_HSA=-3.23.